Task: Predict the product of the given reaction.. Dataset: Forward reaction prediction with 1.9M reactions from USPTO patents (1976-2016) Given the reactants O[C:2]1[NH:3][C:4]2[C:10]([CH3:11])=[CH:9][CH:8]=[CH:7][C:5]=2[N:6]=1.P(Cl)(Cl)([Cl:14])=O.N, predict the reaction product. The product is: [Cl:14][C:2]1[NH:3][C:4]2[C:10]([CH3:11])=[CH:9][CH:8]=[CH:7][C:5]=2[N:6]=1.